This data is from Catalyst prediction with 721,799 reactions and 888 catalyst types from USPTO. The task is: Predict which catalyst facilitates the given reaction. (1) Reactant: [O:1]1[CH2:5][C:4](=O)[N:3]=[C-:2]1.[H-].[Na+].[Br:9][C:10]1[CH:17]=[CH:16][C:15]([C:18]([F:21])([F:20])[F:19])=[CH:14][C:11]=1[CH2:12]Br.CN(C=[O:26])C. Product: [Br:9][C:10]1[CH:17]=[CH:16][C:15]([C:18]([F:21])([F:20])[F:19])=[CH:14][C:11]=1[CH2:12][N:3]1[CH2:4][CH2:5][O:1][C:2]1=[O:26]. The catalyst class is: 161. (2) Reactant: [OH:1][CH:2]1[CH2:7][CH2:6][N:5]([NH:8][C:9]([C:11]2[C:15]([CH3:16])=[C:14]([C:17]3[CH:22]=[CH:21][C:20]([OH:23])=[CH:19][CH:18]=3)[N:13]([C:24]3[CH:29]=[CH:28][C:27]([Cl:30])=[CH:26][C:25]=3[Cl:31])[N:12]=2)=[O:10])[CH2:4][CH2:3]1.C1COCC1.CCN(CC)CC.[F:44][C:45]([F:53])([F:52])[CH2:46][CH2:47][S:48](Cl)(=[O:50])=[O:49]. Product: [Cl:31][C:25]1[CH:26]=[C:27]([Cl:30])[CH:28]=[CH:29][C:24]=1[N:13]1[C:14]([C:17]2[CH:18]=[CH:19][C:20]([O:23][S:48]([CH2:47][CH2:46][C:45]([F:53])([F:52])[F:44])(=[O:50])=[O:49])=[CH:21][CH:22]=2)=[C:15]([CH3:16])[C:11]([C:9](=[O:10])[NH:8][N:5]2[CH2:6][CH2:7][CH:2]([OH:1])[CH2:3][CH2:4]2)=[N:12]1. The catalyst class is: 4. (3) Reactant: [C:1]([O:5][C:6]([C:8]1[C:20]2[C:11](=[C:12]3[C:17](=[CH:18][CH:19]=2)[CH:16]=[N:15][C:14](Cl)=[CH:13]3)[N:10]([CH2:22][O:23][NH2:24])[C:9]=1[C:25]([O:27][C:28]([CH3:31])([CH3:30])[CH3:29])=[O:26])=[O:7])([CH3:4])([CH3:3])[CH3:2].[C:32]1(/[CH:38]=[CH:39]/B(O)O)[CH:37]=[CH:36][CH:35]=[CH:34][CH:33]=1.C([O-])([O-])=O.[K+].[K+]. Product: [C:1]([O:5][C:6]([C:8]1[C:20]2[C:11](=[C:12]3[C:17](=[CH:18][CH:19]=2)[CH:16]=[N:15][C:14](/[CH:39]=[CH:38]/[C:32]2[CH:37]=[CH:36][CH:35]=[CH:34][CH:33]=2)=[CH:13]3)[N:10]([CH2:22][O:23][NH2:24])[C:9]=1[C:25]([O:27][C:28]([CH3:31])([CH3:30])[CH3:29])=[O:26])=[O:7])([CH3:4])([CH3:3])[CH3:2]. The catalyst class is: 710. (4) Reactant: [CH3:1][O:2][C:3]1[CH:25]=[CH:24][C:6]([CH2:7][N:8]2[CH2:14][C:13]3[CH:15]=[C:16]([C:19]([O:21]C)=O)[CH:17]=[CH:18][C:12]=3[NH:11][C:10](=[O:23])[CH2:9]2)=[CH:5][CH:4]=1.[NH2:26][OH:27].[OH-].[Na+].Cl. Product: [OH:27][NH:26][C:19]([C:16]1[CH:17]=[CH:18][C:12]2[NH:11][C:10](=[O:23])[CH2:9][N:8]([CH2:7][C:6]3[CH:24]=[CH:25][C:3]([O:2][CH3:1])=[CH:4][CH:5]=3)[CH2:14][C:13]=2[CH:15]=1)=[O:21]. The catalyst class is: 92.